Dataset: Forward reaction prediction with 1.9M reactions from USPTO patents (1976-2016). Task: Predict the product of the given reaction. (1) Given the reactants [OH:1][C:2]1[C:9]([OH:10])=[CH:8][CH:7]=[CH:6][C:3]=1[CH:4]=[O:5].[C:11](=O)([O-])[O-].[K+].[K+].IC.O, predict the reaction product. The product is: [OH:10][C:9]1[C:2]([O:1][CH3:11])=[C:3]([CH:6]=[CH:7][CH:8]=1)[CH:4]=[O:5]. (2) Given the reactants Cl[C:2]1[C:3]2[S:22][CH2:21][CH2:20][C:4]=2[N:5]=[C:6]([N:8]2[CH2:13][CH2:12][N:11]([C:14]3[CH:19]=[CH:18][CH:17]=[CH:16][CH:15]=3)[CH2:10][CH2:9]2)[N:7]=1.[CH3:23][O:24][C:25]1[CH:26]=[C:27]([NH2:31])[CH:28]=[CH:29][CH:30]=1.C(N(C(C)C)CC)(C)C, predict the reaction product. The product is: [CH3:23][O:24][C:25]1[CH:26]=[C:27]([NH:31][C:2]2[C:3]3[S:22][CH2:21][CH2:20][C:4]=3[N:5]=[C:6]([N:8]3[CH2:13][CH2:12][N:11]([C:14]4[CH:19]=[CH:18][CH:17]=[CH:16][CH:15]=4)[CH2:10][CH2:9]3)[N:7]=2)[CH:28]=[CH:29][CH:30]=1. (3) Given the reactants [C:1]1([C:7]2[O:25][C:10]3[N:11]=[CH:12][N:13]=[C:14]([NH:15][CH2:16][CH2:17][CH2:18][CH2:19][CH2:20][C:21]([O:23][CH3:24])=[O:22])[C:9]=3[CH:8]=2)[CH:6]=[CH:5][CH:4]=[CH:3][CH:2]=1.[Br:26]N1C(=O)CCC1=O, predict the reaction product. The product is: [Br:26][C:8]1[C:9]2[C:14]([NH:15][CH2:16][CH2:17][CH2:18][CH2:19][CH2:20][C:21]([O:23][CH3:24])=[O:22])=[N:13][CH:12]=[N:11][C:10]=2[O:25][C:7]=1[C:1]1[CH:2]=[CH:3][CH:4]=[CH:5][CH:6]=1. (4) Given the reactants [CH3:1][C:2]1([CH3:26])[CH2:11][CH2:10][C:9]([CH3:13])([CH3:12])[C:8]2[CH:7]=[C:6]([C:14]3[N:15]=[C:16]([N:19]4[CH2:24][CH2:23][CH2:22][CH:21]([NH2:25])[CH2:20]4)[S:17][CH:18]=3)[CH:5]=[CH:4][C:3]1=2.Cl[CH2:28][CH2:29][CH2:30][OH:31].Cl, predict the reaction product. The product is: [CH3:1][C:2]1([CH3:26])[CH2:11][CH2:10][C:9]([CH3:12])([CH3:13])[C:8]2[CH:7]=[C:6]([C:14]3[N:15]=[C:16]([N:19]4[CH2:24][CH2:23][CH2:22][CH:21]([NH:25][CH2:28][CH2:29][CH2:30][OH:31])[CH2:20]4)[S:17][CH:18]=3)[CH:5]=[CH:4][C:3]1=2. (5) The product is: [F:22][C:19]1[CH:18]=[CH:17][C:16]([CH:15]([C:23]2[CH:24]=[CH:25][C:26]([F:29])=[CH:27][CH:28]=2)[CH2:14][CH2:13][CH2:12][N:8]2[CH2:9][CH2:10][C:5]3([O:4][CH2:3][CH2:2][O:1]3)[CH2:6][CH2:7]2)=[CH:21][CH:20]=1. Given the reactants [O:1]1[C:5]2([CH2:10][CH2:9][NH:8][CH2:7][CH2:6]2)[O:4][CH2:3][CH2:2]1.Cl[CH2:12][CH2:13][CH2:14][CH:15]([C:23]1[CH:28]=[CH:27][C:26]([F:29])=[CH:25][CH:24]=1)[C:16]1[CH:21]=[CH:20][C:19]([F:22])=[CH:18][CH:17]=1.C([O-])([O-])=O.[K+].[K+], predict the reaction product. (6) The product is: [S:4]1[CH:5]=[CH:6][C:2]([N:8]([C:7]([O:11][C:12]([CH3:15])([CH3:14])[CH3:13])=[O:10])[NH2:9])=[CH:3]1. Given the reactants Br[C:2]1[CH:6]=[CH:5][S:4][CH:3]=1.[C:7]([O:11][C:12]([CH3:15])([CH3:14])[CH3:13])(=[O:10])[NH:8][NH2:9].C(=O)([O-])[O-].[Cs+].[Cs+].OC1CN[C@H](C(O)=O)C1, predict the reaction product. (7) Given the reactants [Cl:1][C:2]1[CH:7]=[C:6]([OH:8])[CH:5]=[CH:4][C:3]=1[C:9]1[CH:10]=[C:11]2[C:16](=[CH:17][CH:18]=1)[C:15]([C:19]([O:21][CH3:22])=[O:20])=[CH:14][CH:13]=[CH:12]2.C1(P(C2C=CC=CC=2)C2C=CC=CC=2)C=CC=CC=1.[Cl:42][C:43]1[CH:48]=[CH:47][CH:46]=[C:45]([Cl:49])[C:44]=1[C:50]1[C:54]([CH2:55]O)=[C:53]([CH:57]([CH3:59])[CH3:58])[O:52][N:51]=1.N(C(OC(C)C)=O)=NC(OC(C)C)=O, predict the reaction product. The product is: [Cl:1][C:2]1[CH:7]=[C:6]([O:8][CH2:55][C:54]2[C:50]([C:44]3[C:43]([Cl:42])=[CH:48][CH:47]=[CH:46][C:45]=3[Cl:49])=[N:51][O:52][C:53]=2[CH:57]([CH3:59])[CH3:58])[CH:5]=[CH:4][C:3]=1[C:9]1[CH:10]=[C:11]2[C:16](=[CH:17][CH:18]=1)[C:15]([C:19]([O:21][CH3:22])=[O:20])=[CH:14][CH:13]=[CH:12]2.